This data is from Full USPTO retrosynthesis dataset with 1.9M reactions from patents (1976-2016). The task is: Predict the reactants needed to synthesize the given product. (1) Given the product [CH3:20][O:21][C:22]1[CH:23]=[C:24](/[C:25](=[CH:5]/[C:4]2[CH:7]=[CH:8][C:9]([N+:10]([O-:12])=[O:11])=[C:2]([O:1][CH2:13][O:14][CH2:15][CH2:16][O:17][CH3:18])[CH:3]=2)/[C:26]#[N:27])[CH:28]=[CH:29][C:30]=1[O:31][CH3:32], predict the reactants needed to synthesize it. The reactants are: [OH:1][C:2]1[CH:3]=[C:4]([CH:7]=[CH:8][C:9]=1[N+:10]([O-:12])=[O:11])[CH:5]=O.[CH3:13][O:14][CH2:15][CH2:16][O:17][CH2:18]Cl.[CH3:20][O:21][C:22]1[CH:23]=[C:24]([CH:28]=[CH:29][C:30]=1[O:31][CH3:32])[CH2:25][C:26]#[N:27]. (2) The reactants are: C1(P(C2C=CC=CC=2)C2C=CC=CC=2)C=CC=CC=1.[NH2:20][C:21]1[CH:25]=[C:24]([OH:26])[NH:23][N:22]=1.[O:27]1[CH:31]=[CH:30][C:29]([CH2:32]O)=[CH:28]1. Given the product [O:27]1[CH:31]=[CH:30][C:29]([CH2:32][O:26][C:24]2[NH:23][N:22]=[C:21]([NH2:20])[CH:25]=2)=[CH:28]1, predict the reactants needed to synthesize it. (3) Given the product [CH2:17]([N:8]1[C:9](=[O:16])[C:10]2[C:15](=[CH:14][CH:13]=[CH:12][CH:11]=2)[CH:7]1[O:6][CH2:5][C:4]([OH:24])=[O:3])[C:18]1[CH:19]=[CH:20][CH:21]=[CH:22][CH:23]=1, predict the reactants needed to synthesize it. The reactants are: C([O:3][C:4](=[O:24])[CH2:5][O:6][CH:7]1[C:15]2[C:10](=[CH:11][CH:12]=[CH:13][CH:14]=2)[C:9](=[O:16])[N:8]1[CH2:17][C:18]1[CH:23]=[CH:22][CH:21]=[CH:20][CH:19]=1)C.C(=O)([O-])[O-].[K+].[K+].Cl. (4) Given the product [F:21][C:4]1[CH:3]=[C:2]([NH:1][C:36]([C:33]2[C:34](=[O:35])[N:29]([CH3:26])[CH:39]=[CH:31][CH:32]=2)=[O:38])[CH:20]=[CH:19][C:5]=1[O:6][C:7]1[CH:12]=[CH:11][N:10]=[C:9]2[NH:13][N:14]=[C:15]([CH3:16])[C:8]=12, predict the reactants needed to synthesize it. The reactants are: [NH2:1][C:2]1[CH:20]=[CH:19][C:5]([O:6][C:7]2[CH:12]=[CH:11][N:10]=[C:9]3[NH:13][N:14]=[C:15]([CH2:16]CO)[C:8]=23)=[C:4]([F:21])[CH:3]=1.FC1C=C[C:26]([N:29]2[C:34](=[O:35])[C:33]([C:36]([OH:38])=O)=[CH:32][CH:31]=N2)=CC=1.[C:39]([O-])(O)=O.[Na+]. (5) Given the product [ClH:19].[S:1]1[CH:5]=[CH:4][C:3]2[CH:6]=[C:7]([C:20]3[CH:21]=[C:22]([CH2:26][N:27]4[CH:31]=[CH:30][N:29]=[C:28]4[CH3:32])[N:23]=[N:24][CH:25]=3)[CH:8]=[CH:9][C:2]1=2, predict the reactants needed to synthesize it. The reactants are: [S:1]1[CH:5]=[CH:4][C:3]2[CH:6]=[C:7](B3OC(C)(C)C(C)(C)O3)[CH:8]=[CH:9][C:2]1=2.[Cl:19][C:20]1[CH:21]=[C:22]([CH2:26][N:27]2[CH:31]=[CH:30][N:29]=[C:28]2[CH3:32])[N:23]=[N:24][CH:25]=1.